The task is: Binary Classification. Given a T-cell receptor sequence (or CDR3 region) and an epitope sequence, predict whether binding occurs between them.. This data is from TCR-epitope binding with 47,182 pairs between 192 epitopes and 23,139 TCRs. (1) The TCR CDR3 sequence is CASSRGLTINEQFF. Result: 0 (the TCR does not bind to the epitope). The epitope is IVTDFSVIK. (2) The epitope is RPRGEVRFL. The TCR CDR3 sequence is CASSPLGRVDEQFF. Result: 0 (the TCR does not bind to the epitope). (3) The epitope is GVAMPNLYK. The TCR CDR3 sequence is CASSPGTVAYEQYF. Result: 0 (the TCR does not bind to the epitope). (4) The epitope is SEVGPEHSLAEY. The TCR CDR3 sequence is CASISASGDEKLFF. Result: 1 (the TCR binds to the epitope).